From a dataset of Catalyst prediction with 721,799 reactions and 888 catalyst types from USPTO. Predict which catalyst facilitates the given reaction. (1) Reactant: [Br:1][C:2]1[CH:7]=[CH:6][C:5](I)=[C:4]([Cl:9])[C:3]=1[Cl:10].CON(C)[C:14]([C:16]1([C:19]([F:22])([F:21])[F:20])[CH2:18][CH2:17]1)=[O:15].[Li]CCCC. Product: [Br:1][C:2]1[CH:7]=[CH:6][C:5]([C:14]([C:16]2([C:19]([F:22])([F:21])[F:20])[CH2:18][CH2:17]2)=[O:15])=[C:4]([Cl:9])[C:3]=1[Cl:10]. The catalyst class is: 1. (2) Reactant: [F:1][CH:2]([F:31])[O:3][C:4]1[CH:9]=[CH:8][C:7]([NH:10][C:11]2[N:16]=[CH:15][C:14]([CH2:17][O:18][C:19]3[CH:30]=[CH:29][C:22]4[N:23](CO)[C:24](=[O:26])[O:25][C:21]=4[CH:20]=3)=[CH:13][N:12]=2)=[CH:6][CH:5]=1. Product: [F:31][CH:2]([F:1])[O:3][C:4]1[CH:5]=[CH:6][C:7]([NH:10][C:11]2[N:16]=[CH:15][C:14]([CH2:17][O:18][C:19]3[CH:30]=[CH:29][C:22]4[NH:23][C:24](=[O:26])[O:25][C:21]=4[CH:20]=3)=[CH:13][N:12]=2)=[CH:8][CH:9]=1. The catalyst class is: 24. (3) Reactant: [CH:1]1([N:7]2[C:12](=[O:13])[CH2:11][C:10](=[O:14])[N:9]([CH:15]3[CH2:20][CH2:19][CH2:18][CH2:17][CH2:16]3)[C:8]2=[O:21])[CH2:6][CH2:5][CH2:4][CH2:3][CH2:2]1.C(N(C(C)C)CC)(C)C.[N:31]([CH2:34][C:35]([O:37]CC)=[O:36])=[C:32]=[S:33]. Product: [CH:1]1([N:7]2[C:12]([OH:13])=[C:11]([C:32]([NH:31][CH2:34][C:35]([OH:37])=[O:36])=[S:33])[C:10](=[O:14])[N:9]([CH:15]3[CH2:16][CH2:17][CH2:18][CH2:19][CH2:20]3)[C:8]2=[O:21])[CH2:2][CH2:3][CH2:4][CH2:5][CH2:6]1. The catalyst class is: 22. (4) Reactant: C([O:8][C:9]([CH:11]1[CH2:15][CH2:14][N:13]([CH2:16][C:17]2[S:21][C:20]([NH:22][C:23]([N:25]([CH:32]3[CH2:37][CH2:36][CH2:35][CH2:34][CH2:33]3)[CH:26]3[CH2:31][CH2:30][CH2:29][CH2:28][CH2:27]3)=[O:24])=[N:19][CH:18]=2)[CH2:12]1)=[O:10])C1C=CC=CC=1. Product: [CH:32]1([N:25]([CH:26]2[CH2:31][CH2:30][CH2:29][CH2:28][CH2:27]2)[C:23](=[O:24])[NH:22][C:20]2[S:21][C:17]([CH2:16][N:13]3[CH2:14][CH2:15][CH:11]([C:9]([OH:10])=[O:8])[CH2:12]3)=[CH:18][N:19]=2)[CH2:33][CH2:34][CH2:35][CH2:36][CH2:37]1. The catalyst class is: 43. (5) Reactant: [C:1]([O-:4])(=[O:3])C.[O:5]=[C:6]1[C@@H:9]([NH3+:10])[CH2:8][NH:7]1.[CH3:11]CN(C(C)C)C(C)C.[CH:20]1([O:26][C:27]2[CH:32]=[CH:31][C:30](C3C=CN(C([O-])=O)C(=O)C=3C)=[CH:29][CH:28]=2)[CH2:25][CH2:24][CH2:23][CH2:22][CH2:21]1. Product: [CH:27]1([O:26][C:20]2[CH:25]=[CH:24][C:23]([O:4][C:1](=[O:3])[N:10]([CH3:11])[C@H:9]3[CH2:8][NH:7][C:6]3=[O:5])=[CH:22][CH:21]=2)[CH2:32][CH2:31][CH2:30][CH2:29][CH2:28]1. The catalyst class is: 2. (6) Reactant: [CH3:1][N:2]1[C:10]2[C:5](=[CH:6][C:7]([NH2:11])=[CH:8][CH:9]=2)[CH:4]=[C:3]1[C:12]1([CH3:15])[CH2:14][CH2:13]1.[O:16]1[C:20]2[CH:21]=[CH:22][C:23]([C:25]3([C:28](O)=[O:29])[CH2:27][CH2:26]3)=[CH:24][C:19]=2[O:18][CH2:17]1.C(N(CC)CC)C.F[P-](F)(F)(F)(F)F.N1(OC(N(C)C)=[N+](C)C)C2N=CC=CC=2N=N1. Product: [O:16]1[C:20]2[CH:21]=[CH:22][C:23]([C:25]3([C:28]([NH:11][C:7]4[CH:6]=[C:5]5[C:10](=[CH:9][CH:8]=4)[N:2]([CH3:1])[C:3]([C:12]4([CH3:15])[CH2:13][CH2:14]4)=[CH:4]5)=[O:29])[CH2:26][CH2:27]3)=[CH:24][C:19]=2[O:18][CH2:17]1. The catalyst class is: 9. (7) Reactant: CCCC[N+](CCCC)(CCCC)CCCC.[F-].[Cl:19][C:20]1[C:25]([NH:26][C:27]2[N:32]=[C:31]([NH:33][CH:34]3[CH2:36][CH2:35]3)[C:30]3=[N:37][CH:38]=[C:39]([C:40]#[N:41])[N:29]3[N:28]=2)=[CH:24][C:23]([C:42]#[N:43])=[CH:22][C:21]=1[N:44]1[CH2:49][CH2:48][C@@H:47]([NH:50][S:51]([CH3:54])(=[O:53])=[O:52])[C@H:46]([O:55][Si](C(C)C)(C(C)C)C(C)C)[CH2:45]1. Product: [Cl:19][C:20]1[C:25]([NH:26][C:27]2[N:32]=[C:31]([NH:33][CH:34]3[CH2:35][CH2:36]3)[C:30]3=[N:37][CH:38]=[C:39]([C:40]#[N:41])[N:29]3[N:28]=2)=[CH:24][C:23]([C:42]#[N:43])=[CH:22][C:21]=1[N:44]1[CH2:49][CH2:48][C@@H:47]([NH:50][S:51]([CH3:54])(=[O:53])=[O:52])[C@H:46]([OH:55])[CH2:45]1. The catalyst class is: 1. (8) Reactant: [CH3:1][C:2]1[N:3]=[C:4]([C:7]2([N:13]([C:17]3[CH:22]=[CH:21][CH:20]=[CH:19][CH:18]=3)[C:14](=[O:16])[CH3:15])[CH2:12][CH2:11][NH:10][CH2:9][CH2:8]2)[S:5][CH:6]=1.[N:23]1[CH:28]=[CH:27][CH:26]=[C:25]([CH:29]=O)[CH:24]=1.C(O[BH-](OC(=O)C)OC(=O)C)(=O)C.[Na+].C(OCC)(=O)C. Product: [CH3:1][C:2]1[N:3]=[C:4]([C:7]2([N:13]([C:17]3[CH:18]=[CH:19][CH:20]=[CH:21][CH:22]=3)[C:14](=[O:16])[CH3:15])[CH2:12][CH2:11][N:10]([CH2:29][C:25]3[CH:24]=[N:23][CH:28]=[CH:27][CH:26]=3)[CH2:9][CH2:8]2)[S:5][CH:6]=1. The catalyst class is: 845. (9) The catalyst class is: 22. Reactant: [F:1][C:2]1[CH:9]=[CH:8][C:5]([CH2:6]Cl)=[CH:4][CH:3]=1.[C:10]1([CH:16]([C:36]2[CH:41]=[CH:40][CH:39]=[CH:38][CH:37]=2)[O:17][C:18]2[CH:23]=[CH:22][C:21]([CH2:24][NH:25][CH2:26][C:27]3[NH:28][CH:29]=[C:30]([C:32]([F:35])([F:34])[F:33])[N:31]=3)=[CH:20][CH:19]=2)[CH:15]=[CH:14][CH:13]=[CH:12][CH:11]=1.C(=O)([O-])[O-].[K+].[K+]. Product: [C:36]1([CH:16]([C:10]2[CH:11]=[CH:12][CH:13]=[CH:14][CH:15]=2)[O:17][C:18]2[CH:23]=[CH:22][C:21]([CH2:24][N:25]([CH2:6][C:5]3[CH:8]=[CH:9][C:2]([F:1])=[CH:3][CH:4]=3)[CH2:26][C:27]3[NH:28][CH:29]=[C:30]([C:32]([F:35])([F:34])[F:33])[N:31]=3)=[CH:20][CH:19]=2)[CH:37]=[CH:38][CH:39]=[CH:40][CH:41]=1. (10) Reactant: C(N(CC)CC)C.Cl[C:9](=[O:18])[CH2:10][CH2:11][CH2:12][CH2:13][C:14]([O:16][CH3:17])=[O:15].[Cl:19][C:20]1[CH:21]=[CH:22][C:23]2[N:29]([CH2:30][C:31]([CH3:34])([CH3:33])[CH3:32])[C:28](=[O:35])[C@@H:27]([CH2:36][C:37](=[N:39]O)[NH2:38])[O:26][C@H:25]([C:41]3[CH:46]=[CH:45][CH:44]=[C:43]([O:47][CH3:48])[C:42]=3[O:49][CH3:50])[C:24]=2[CH:51]=1. Product: [Cl:19][C:20]1[CH:21]=[CH:22][C:23]2[N:29]([CH2:30][C:31]([CH3:34])([CH3:32])[CH3:33])[C:28](=[O:35])[C@@H:27]([CH2:36][C:37]3[N:39]=[C:9]([CH2:10][CH2:11][CH2:12][CH2:13][C:14]([O:16][CH3:17])=[O:15])[O:18][N:38]=3)[O:26][C@H:25]([C:41]3[CH:46]=[CH:45][CH:44]=[C:43]([O:47][CH3:48])[C:42]=3[O:49][CH3:50])[C:24]=2[CH:51]=1. The catalyst class is: 1.